From a dataset of KCNQ2 potassium channel screen with 302,405 compounds. Binary Classification. Given a drug SMILES string, predict its activity (active/inactive) in a high-throughput screening assay against a specified biological target. (1) The drug is S(c1nnc(c2c1cccc2)Cc1ccccc1)c1ccc(cc1)C. The result is 0 (inactive). (2) The drug is S(=O)(=O)(N1CCOCC1)c1ccc(cc1)/C=C\C(=O)NCc1ccc(cc1)C. The result is 0 (inactive). (3) The drug is Clc1cc(NC(=O)c2c(noc2N)C)ccc1F. The result is 0 (inactive). (4) The result is 1 (active). The drug is O=C(Nn1c(=O)c2c(c(c1)C(OC)=O)cccc2)CC1CCCCC1. (5) The compound is S(=O)(=O)(NCCC(=O)N1CCc2c(C1)cccc2)c1cc2CCN(c2cc1)C(=O)C. The result is 0 (inactive). (6) The molecule is Clc1c(CNC(=O)COC(=O)CCCNC(=O)c2ccc(Cl)cc2)cccc1. The result is 0 (inactive). (7) The drug is Clc1cc(CNC(=O)CCNS(=O)(=O)c2ccc(cc2)C)ccc1Cl. The result is 0 (inactive). (8) The compound is O=C1N(C(=O)N(C1)C(=O)C)c1ccccc1. The result is 0 (inactive). (9) The drug is O=C(N1CCN(CC1)C(=O)c1cccnc1)CCC1CCCC1. The result is 0 (inactive). (10) The drug is S(=O)(=O)(N)c1cc([N+]([O-])=O)c(NCCCC)cc1. The result is 0 (inactive).